This data is from Full USPTO retrosynthesis dataset with 1.9M reactions from patents (1976-2016). The task is: Predict the reactants needed to synthesize the given product. (1) Given the product [N+:8]([C:5]1[CH:6]=[CH:7][C:2]([NH:1][C:16](=[O:18])[CH3:17])=[N:3][CH:4]=1)([O-:10])=[O:9], predict the reactants needed to synthesize it. The reactants are: [NH2:1][C:2]1[CH:7]=[CH:6][C:5]([N+:8]([O-:10])=[O:9])=[CH:4][N:3]=1.OS(O)(=O)=O.[C:16](OC(=O)C)(=[O:18])[CH3:17]. (2) Given the product [CH3:31][S:32]([N:8]([S:32]([CH3:31])(=[O:34])=[O:33])[C:9]1[CH:10]=[C:11]([C:21](=[O:23])[CH3:22])[CH:12]=[C:13]([S:15]([F:20])([F:16])([F:17])([F:18])[F:19])[CH:14]=1)(=[O:34])=[O:33], predict the reactants needed to synthesize it. The reactants are: FC(F)(F)C(O)=O.[NH2:8][C:9]1[CH:10]=[C:11]([C:21](=[O:23])[CH3:22])[CH:12]=[C:13]([S:15]([F:20])([F:19])([F:18])([F:17])[F:16])[CH:14]=1.C(N(CC)CC)C.[CH3:31][S:32](Cl)(=[O:34])=[O:33].C(=O)([O-])O.[Na+]. (3) The reactants are: [Br:1][CH2:2][C:3](Br)=[O:4].FC(F)(F)C(O)=O.[CH3:13][CH:14]([O:16][C:17]1[CH:24]=[CH:23][C:22]([C:25]2[O:29][N:28]=[C:27]([C:30]3[CH:40]=[CH:39][C:33]4[CH2:34][CH2:35][NH:36][CH2:37][CH2:38][C:32]=4[C:31]=3[CH3:41])[N:26]=2)=[CH:21][C:18]=1[C:19]#[N:20])[CH3:15].CCN(C(C)C)C(C)C. Given the product [Br:1][CH2:2][C:3]([N:36]1[CH2:35][CH2:34][C:33]2[CH:39]=[CH:40][C:30]([C:27]3[N:26]=[C:25]([C:22]4[CH:23]=[CH:24][C:17]([O:16][CH:14]([CH3:15])[CH3:13])=[C:18]([CH:21]=4)[C:19]#[N:20])[O:29][N:28]=3)=[C:31]([CH3:41])[C:32]=2[CH2:38][CH2:37]1)=[O:4], predict the reactants needed to synthesize it.